From a dataset of Forward reaction prediction with 1.9M reactions from USPTO patents (1976-2016). Predict the product of the given reaction. (1) The product is: [Br:1][C:2]1[CH:3]=[CH:4][C:5]2[N:6]([N:8]=[CH:9][C:10]=2[C:11]([NH:24][C:25]2[C:26]([CH3:35])=[N:27][CH:28]=[C:29]([CH:34]=2)[C:30]([O:32][CH3:33])=[O:31])=[O:13])[CH:7]=1. Given the reactants [Br:1][C:2]1[CH:3]=[CH:4][C:5]2[N:6]([N:8]=[CH:9][C:10]=2[C:11]([OH:13])=O)[CH:7]=1.S(Cl)(Cl)=O.N1C=CC=CC=1.[NH2:24][C:25]1[C:26]([CH3:35])=[N:27][CH:28]=[C:29]([CH:34]=1)[C:30]([O:32][CH3:33])=[O:31], predict the reaction product. (2) Given the reactants I[C:2]1[CH:3]=[C:4]([O:21][C:22]([F:25])([F:24])[F:23])[CH:5]=[C:6]2[C:11]=1[O:10][CH:9]([C:12]([F:15])([F:14])[F:13])[C:8]([C:16]([O:18][CH2:19][CH3:20])=[O:17])=[CH:7]2.[C:26]1([C:32]#[CH:33])[CH:31]=[CH:30][CH:29]=[CH:28][CH:27]=1.C(Cl)Cl, predict the reaction product. The product is: [C:26]1([C:32]#[C:33][C:2]2[CH:3]=[C:4]([O:21][C:22]([F:23])([F:25])[F:24])[CH:5]=[C:6]3[C:11]=2[O:10][CH:9]([C:12]([F:14])([F:15])[F:13])[C:8]([C:16]([O:18][CH2:19][CH3:20])=[O:17])=[CH:7]3)[CH:31]=[CH:30][CH:29]=[CH:28][CH:27]=1. (3) Given the reactants CO[C:3](=[O:14])[C:4]1[C:9]([Cl:10])=[CH:8][C:7]([Cl:11])=[CH:6][C:5]=1[CH2:12]Br.[Cl:15][C:16]1[CH:21]=[CH:20][C:19]([C@@H:22]([NH2:24])[CH3:23])=[CH:18][CH:17]=1.C([O-])([O-])=O.[K+].[K+].C(OCC)(=O)C, predict the reaction product. The product is: [Cl:11][C:7]1[CH:6]=[C:5]2[C:4](=[C:9]([Cl:10])[CH:8]=1)[C:3](=[O:14])[N:24]([C@H:22]([C:19]1[CH:20]=[CH:21][C:16]([Cl:15])=[CH:17][CH:18]=1)[CH3:23])[CH2:12]2. (4) Given the reactants [CH3:1][C:2]1[CH:9]=[CH:8][C:5]([CH:6]=[CH2:7])=[CH:4][CH:3]=1.[Cl:10][SiH:11]([Cl:13])[Cl:12], predict the reaction product. The product is: [C:2]1([CH3:1])[CH:9]=[CH:8][C:5]([CH:6]([Si:11]([Cl:13])([Cl:12])[Cl:10])[CH3:7])=[CH:4][CH:3]=1. (5) Given the reactants C(OC([NH:8][C:9]1[S:10][C:11]2[S:17](=[O:19])(=[O:18])[CH2:16][C:15]3[C:20]([C:29]([O:31][CH2:32][CH3:33])=[O:30])=[N:21][N:22]([CH:23]4[CH2:28][CH2:27][O:26][CH2:25][CH2:24]4)[C:14]=3[C:12]=2[N:13]=1)=O)(C)(C)C.C(O)(C(F)(F)F)=O.O, predict the reaction product. The product is: [NH2:8][C:9]1[S:10][C:11]2[S:17](=[O:19])(=[O:18])[CH2:16][C:15]3[C:20]([C:29]([O:31][CH2:32][CH3:33])=[O:30])=[N:21][N:22]([CH:23]4[CH2:24][CH2:25][O:26][CH2:27][CH2:28]4)[C:14]=3[C:12]=2[N:13]=1.